This data is from Peptide-MHC class II binding affinity with 134,281 pairs from IEDB. The task is: Regression. Given a peptide amino acid sequence and an MHC pseudo amino acid sequence, predict their binding affinity value. This is MHC class II binding data. The peptide sequence is GVMYNLWKMKTGRRG. The MHC is HLA-DQA10201-DQB10402 with pseudo-sequence HLA-DQA10201-DQB10402. The binding affinity (normalized) is 0.872.